Dataset: Forward reaction prediction with 1.9M reactions from USPTO patents (1976-2016). Task: Predict the product of the given reaction. (1) Given the reactants C([O-])(=O)C.[O:5]=[C:6]1[C@@H:9]([NH3+:10])[CH2:8][NH:7]1.CCN(C(C)C)C(C)C.[CH2:20]([O:30][C:31](N1C=CC=CC1=O)=[O:32])[CH2:21][CH2:22][CH2:23][CH2:24][CH2:25][CH2:26][CH2:27]CC.CCOCC, predict the reaction product. The product is: [CH2:20]([O:30][C:31](=[O:32])[NH:10][C@H:9]1[CH2:8][NH:7][C:6]1=[O:5])[CH2:21][CH2:22][CH2:23][CH2:24][CH2:25][CH2:26][CH3:27]. (2) Given the reactants [Cl:1][C:2]1[CH:3]=[C:4](C=O)[CH:5]=[N:6][C:7]=1[I:8].[CH:11](OC)([O:14][CH3:15])[O:12][CH3:13].Cl.C(Cl)Cl, predict the reaction product. The product is: [CH3:13][O:12][CH:11]([O:14][CH3:15])[C:4]1[CH:3]=[C:2]([Cl:1])[C:7]([I:8])=[N:6][CH:5]=1. (3) Given the reactants [C:1]1([CH2:7][C:8](Cl)=[O:9])[CH:6]=[CH:5][CH:4]=[CH:3][CH:2]=1.[NH2:11][NH:12][C:13]([NH2:15])=[S:14].N1C=CC=CC=1.N, predict the reaction product. The product is: [C:1]1([CH2:7][C:8]([NH:11][NH:12][C:13](=[S:14])[NH2:15])=[O:9])[CH:6]=[CH:5][CH:4]=[CH:3][CH:2]=1.